This data is from Forward reaction prediction with 1.9M reactions from USPTO patents (1976-2016). The task is: Predict the product of the given reaction. (1) Given the reactants CC(OC(/N=N/C(OC(C)C)=O)=O)C.[CH2:15]([N:17]1[C:23]2[N:24]=[CH:25][C:26]([CH2:28][CH2:29][OH:30])=[CH:27][C:22]=2[C:21](=[O:31])[N:20]([CH3:32])[C:19]2[CH:33]=[CH:34][CH:35]=[N:36][C:18]1=2)[CH3:16].[Br:37][C:38]1[CH:43]=[CH:42][C:41](O)=[C:40]([CH3:45])[CH:39]=1.C1C=CC(P(C2C=CC=CC=2)C2C=CC=CC=2)=CC=1, predict the reaction product. The product is: [Br:37][C:38]1[CH:43]=[CH:42][C:41]([O:30][CH2:29][CH2:28][C:26]2[CH:25]=[N:24][C:23]3[N:17]([CH2:15][CH3:16])[C:18]4[N:36]=[CH:35][CH:34]=[CH:33][C:19]=4[N:20]([CH3:32])[C:21](=[O:31])[C:22]=3[CH:27]=2)=[C:40]([CH3:45])[CH:39]=1. (2) Given the reactants Cl.[CH3:2][C:3]1[CH:8]=[CH:7][N:6]=[C:5]([O:9][C:10]2[CH:15]=[CH:14][CH:13]=[C:12]([CH:16]=[C:17]3[CH2:22][CH2:21][NH:20][CH2:19][CH2:18]3)[CH:11]=2)[CH:4]=1.C1([O:29][C:30](=O)[NH:31][C:32]2[CH:33]=[N:34][CH:35]=[CH:36][CH:37]=2)C=CC=CC=1.NC1C=NC=CC=1.C(N(CC)CC)C, predict the reaction product. The product is: [CH3:2][C:3]1[CH:8]=[CH:7][N:6]=[C:5]([O:9][C:10]2[CH:11]=[C:12]([CH:13]=[CH:14][CH:15]=2)[CH:16]=[C:17]2[CH2:22][CH2:21][N:20]([C:30]([NH:31][C:32]3[CH:33]=[N:34][CH:35]=[CH:36][CH:37]=3)=[O:29])[CH2:19][CH2:18]2)[CH:4]=1.